Dataset: Forward reaction prediction with 1.9M reactions from USPTO patents (1976-2016). Task: Predict the product of the given reaction. (1) The product is: [CH2:1]([O:8][C:9]1[C:18]([NH2:19])=[CH:17][C:16]2[CH2:15][CH:14]([CH2:22][CH3:23])[CH2:13][CH2:12][C:11]=2[CH:10]=1)[C:2]1[CH:3]=[CH:4][CH:5]=[CH:6][CH:7]=1. Given the reactants [CH2:1]([O:8][C:9]1[CH:10]=[C:11]2[C:16](=[CH:17][C:18]=1[N+:19]([O-])=O)[CH2:15][CH:14]([CH2:22][CH3:23])[CH2:13][CH2:12]2)[C:2]1[CH:7]=[CH:6][CH:5]=[CH:4][CH:3]=1, predict the reaction product. (2) Given the reactants [ClH:1].C1(C(C2C=CC=CC=2)=[N:9][C@:10]([C:17]2[CH:22]=[CH:21][CH:20]=[CH:19][C:18]=2[C:23]#[N:24])([C:12]([O:14][CH2:15][CH3:16])=[O:13])[CH3:11])C=CC=CC=1.C(OCC)C, predict the reaction product. The product is: [ClH:1].[C:23]([C:18]1[CH:19]=[CH:20][CH:21]=[CH:22][C:17]=1[C@@:10]([C:12]([O:14][CH2:15][CH3:16])=[O:13])([CH3:11])[NH2:9])#[N:24].